Dataset: Reaction yield outcomes from USPTO patents with 853,638 reactions. Task: Predict the reaction yield, written as a fraction of the theoretical maximum amount of product (1.0 means a 100% yield; for example, 0.34 means a 34% yield). (1) The reactants are [Br:1][C:2]1[C:10]2[C:9](=[O:11])[NH:8][CH:7]=[N:6][C:5]=2[N:4]([C@H:12]2[O:18][C@@H:17]([CH2:19][O:20]C(=O)C3C=CC=CC=3)[C@:15](C(=O)C3C=CC=CC=3)([OH:16])[C@:13]2(C(=O)C2C=CC=CC=2)[OH:14])[N:3]=1. The catalyst is CO.N. The product is [Br:1][C:2]1[C:10]2[C:9](=[O:11])[NH:8][CH:7]=[N:6][C:5]=2[N:4]([C@H:12]2[O:18][C@@H:17]([CH2:19][OH:20])[C@H:15]([OH:16])[C@@H:13]2[OH:14])[N:3]=1. The yield is 0.950. (2) The reactants are CCN(C(C)C)C(C)C.OC(C(F)(F)F)=O.[O:17]=[C:18]([N:35]1[CH2:40][CH2:39][NH:38][CH2:37][CH2:36]1)[CH2:19][NH:20][C:21]([C:23]1[CH:28]=[CH:27][C:26]([C:29]2[CH:34]=[CH:33][CH:32]=[CH:31][CH:30]=2)=[CH:25][CH:24]=1)=[O:22].C1C=CC2N(O)N=NC=2C=1.CCN=C=NCCCN(C)C.Cl.[CH3:63][C:64]1[CH:72]=[CH:71][CH:70]=[CH:69][C:65]=1[C:66](O)=[O:67]. The catalyst is CN(C=O)C.O. The product is [CH3:63][C:64]1[CH:72]=[CH:71][CH:70]=[CH:69][C:65]=1[C:66]([N:38]1[CH2:39][CH2:40][N:35]([C:18](=[O:17])[CH2:19][NH:20][C:21]([C:23]2[CH:24]=[CH:25][C:26]([C:29]3[CH:34]=[CH:33][CH:32]=[CH:31][CH:30]=3)=[CH:27][CH:28]=2)=[O:22])[CH2:36][CH2:37]1)=[O:67]. The yield is 0.729. (3) The reactants are [O:1]=[C:2]1[N:7]2[CH2:8][CH2:9][C:10]3[C:15]([C:6]2=[CH:5][CH:4]=[C:3]1[C:16]([OH:18])=O)=[CH:14][CH:13]=[CH:12][CH:11]=3.Cl.C(N=C=NCCCN(C)C)C.ON1C2C=CC=CC=2N=N1.[CH2:41]([NH2:49])[CH2:42][C:43]1[CH:48]=[CH:47][CH:46]=[CH:45][CH:44]=1. The catalyst is CN(C=O)C. The product is [CH2:41]([NH:49][C:16]([C:3]1[C:2](=[O:1])[N:7]2[CH2:8][CH2:9][C:10]3[C:15]([C:6]2=[CH:5][CH:4]=1)=[CH:14][CH:13]=[CH:12][CH:11]=3)=[O:18])[CH2:42][C:43]1[CH:48]=[CH:47][CH:46]=[CH:45][CH:44]=1. The yield is 0.740.